This data is from Peptide-MHC class II binding affinity with 134,281 pairs from IEDB. The task is: Regression. Given a peptide amino acid sequence and an MHC pseudo amino acid sequence, predict their binding affinity value. This is MHC class II binding data. (1) The peptide sequence is PFTVRYTTEGGTKGE. The MHC is HLA-DPA10201-DPB11401 with pseudo-sequence HLA-DPA10201-DPB11401. The binding affinity (normalized) is 0. (2) The peptide sequence is LDHILEPSIPYKSK. The MHC is HLA-DPA10103-DPB10401 with pseudo-sequence HLA-DPA10103-DPB10401. The binding affinity (normalized) is 0. (3) The peptide sequence is GELQIVDKIDAACKI. The MHC is DRB3_0202 with pseudo-sequence DRB3_0202. The binding affinity (normalized) is 0.170. (4) The peptide sequence is FKTFEAAFTSSSKAA. The MHC is HLA-DQA10102-DQB10602 with pseudo-sequence HLA-DQA10102-DQB10602. The binding affinity (normalized) is 0.437. (5) The peptide sequence is KEPIVGAETFYVDGA. The MHC is HLA-DQA10104-DQB10503 with pseudo-sequence HLA-DQA10104-DQB10503. The binding affinity (normalized) is 0.405. (6) The peptide sequence is LVGPTPVNIIGRNLLTQLGC. The MHC is DRB4_0101 with pseudo-sequence DRB4_0103. The binding affinity (normalized) is 0.160. (7) The peptide sequence is HGRQIRMAKLLGRDP. The MHC is DRB1_1501 with pseudo-sequence DRB1_1501. The binding affinity (normalized) is 0.523.